Dataset: CYP3A4 inhibition data for predicting drug metabolism from PubChem BioAssay. Task: Regression/Classification. Given a drug SMILES string, predict its absorption, distribution, metabolism, or excretion properties. Task type varies by dataset: regression for continuous measurements (e.g., permeability, clearance, half-life) or binary classification for categorical outcomes (e.g., BBB penetration, CYP inhibition). Dataset: cyp3a4_veith. (1) The drug is Cc1ccccc1CSCCNC(=O)CSCc1ccc([N+](=O)[O-])cc1. The result is 1 (inhibitor). (2) The molecule is NCCNS(=O)(=O)c1cccc2c(Cl)cccc12. The result is 1 (inhibitor). (3) The compound is COc1cccc(CSCC(=O)O)c1. The result is 0 (non-inhibitor). (4) The compound is COc1ccc(CCNC(=O)c2ccc(CS(=O)(=O)c3ccc(Cl)cc3)o2)cc1OC. The result is 1 (inhibitor).